From a dataset of Reaction yield outcomes from USPTO patents with 853,638 reactions. Predict the reaction yield, written as a fraction of the theoretical maximum amount of product (1.0 means a 100% yield; for example, 0.34 means a 34% yield). (1) The reactants are [C:1]([O:5][C:6](=[O:25])[NH:7][C@H:8]([C:13](=[O:24])[NH:14][C@H:15]1[CH2:21][CH2:20][C@@H:19]([CH3:22])[NH:18][CH2:17][CH:16]1[OH:23])[CH2:9][CH:10]([CH3:12])[CH3:11])([CH3:4])([CH3:3])[CH3:2].[CH3:26][O:27][C:28](=[O:37])[C@@H:29]([N:34]=[C:35]=[O:36])[CH2:30][CH:31]([CH3:33])[CH3:32]. No catalyst specified. The product is [CH3:26][O:27][C:28](=[O:37])[C@@H:29]([NH:34][C:35]([N:18]1[CH2:17][CH:16]([OH:23])[C@@H:15]([NH:14][C:13](=[O:24])[C@@H:8]([NH:7][C:6]([O:5][C:1]([CH3:3])([CH3:4])[CH3:2])=[O:25])[CH2:9][CH:10]([CH3:12])[CH3:11])[CH2:21][CH2:20][C@H:19]1[CH3:22])=[O:36])[CH2:30][CH:31]([CH3:33])[CH3:32]. The yield is 0.910. (2) The reactants are [Cl:1][C:2]1[N:3]=[N:4][C:5]([Cl:9])=[CH:6][C:7]=1Cl.C(=O)([O-])[O-].[Na+].[Na+].[N:16]1([CH2:22][CH2:23][OH:24])[CH2:21][CH2:20][NH:19][CH2:18][CH2:17]1. The catalyst is CN(C)C(=O)C. The product is [Cl:1][C:2]1[N:3]=[N:4][C:5]([Cl:9])=[CH:6][C:7]=1[N:19]1[CH2:20][CH2:21][N:16]([CH2:22][CH2:23][OH:24])[CH2:17][CH2:18]1. The yield is 0.736. (3) The reactants are [Cl:1][C:2]1[CH:3]=[C:4]([NH:10][C:11]2[N:16]=[C:15]([NH:17][CH:18]([CH3:20])[CH3:19])[N:14]=[C:13]([O:21][C:22]3[CH:27]=[CH:26][C:25](I)=[CH:24][CH:23]=3)[N:12]=2)[CH:5]=[CH:6][C:7]=1[O:8][CH3:9].C(N(CC)CC)C.[CH3:36][C:37]([OH:41])([C:39]#[CH:40])[CH3:38]. The catalyst is CN(C)C=O.O.C1C=CC(P(C2C=CC=CC=2)C2C=CC=CC=2)=CC=1.C1C=CC(P(C2C=CC=CC=2)C2C=CC=CC=2)=CC=1.Cl[Pd]Cl.[Cu]I. The product is [Cl:1][C:2]1[CH:3]=[C:4]([CH:5]=[CH:6][C:7]=1[O:8][CH3:9])[NH:10][C:11]1[N:16]=[C:15]([NH:17][CH:18]([CH3:20])[CH3:19])[N:14]=[C:13]([O:21][C:22]2[CH:27]=[CH:26][CH:25]=[CH:24][C:23]=2[C:40]#[C:39][C:37]([CH3:38])([OH:41])[CH3:36])[N:12]=1. The yield is 0.700. (4) The reactants are [Br:1][C:2]1[C:9]([O:10][CH3:11])=[N:8][C:7]([C:12]([F:15])([F:14])[F:13])=[C:6]([Br:16])[C:3]=1[CH:4]=[O:5].[BH4-].[Na+]. The catalyst is C(O)C. The product is [Br:1][C:2]1[C:9]([O:10][CH3:11])=[N:8][C:7]([C:12]([F:15])([F:14])[F:13])=[C:6]([Br:16])[C:3]=1[CH2:4][OH:5]. The yield is 0.728.